The task is: Binary Classification. Given a miRNA mature sequence and a target amino acid sequence, predict their likelihood of interaction.. This data is from Experimentally validated miRNA-target interactions with 360,000+ pairs, plus equal number of negative samples. The miRNA is hsa-miR-3177-3p with sequence UGCACGGCACUGGGGACACGU. The protein sequence of the target gene is MLKLQGEDEAAQLAPRRARVPVPRPTAPDVSPSSARLGLACLLLLLLLTLPARVDTSWWYIGALGARVICDNIPGLVSRQRQLCQRYPDIMRSVGEGAREWIRECQHQFRHHRWNCTTLDRDHTVFGRAMLRSSREAAFVYAISSAGVVHAITRACSQGELSVCSCDPYTRGRHHDQRGDFDWGGCSDNIHYGVRFAKAFVDAKEKRLKDARALMNLHNNRCGRTAVRRFLKLECKCHGVSGSCTLRTCWRALSDFRRTGDYLRRRYDGAVQVTATQDGANFTAARQGYRHATRTDLVYF.... Result: 0 (no interaction).